Dataset: Catalyst prediction with 721,799 reactions and 888 catalyst types from USPTO. Task: Predict which catalyst facilitates the given reaction. (1) Reactant: [Br:1][C:2]1[N:3]=[C:4]([CH:17]2[CH2:22][CH2:21][N:20]([C:23]([O:25][C:26]([CH3:29])([CH3:28])[CH3:27])=[O:24])[CH2:19][CH2:18]2)[N:5]([CH2:8][CH2:9][O:10][CH:11]2[CH2:16][CH2:15][CH2:14][CH2:13][O:12]2)[C:6]=1Br.C([Li])CCC.C(O)(C)C. Product: [Br:1][C:2]1[N:3]=[C:4]([CH:17]2[CH2:22][CH2:21][N:20]([C:23]([O:25][C:26]([CH3:29])([CH3:28])[CH3:27])=[O:24])[CH2:19][CH2:18]2)[N:5]([CH2:8][CH2:9][O:10][CH:11]2[CH2:16][CH2:15][CH2:14][CH2:13][O:12]2)[CH:6]=1. The catalyst class is: 627. (2) Reactant: Br[CH2:2][C:3]1[C:26]([Cl:27])=[CH:25][C:6]2[C:7]([N:10]([C:18]([O:20][C:21]([CH3:24])([CH3:23])[CH3:22])=[O:19])[C:11](=[O:17])[O:12][C:13]([CH3:16])([CH3:15])[CH3:14])=[N:8][O:9][C:5]=2[CH:4]=1.[Cl:28][C:29]1[CH:30]=[C:31]([OH:36])[CH:32]=[CH:33][C:34]=1[F:35].C(=O)([O-])[O-].[K+].[K+]. Product: [C:13]([O:12][C:11]([N:10]([C:7]1[C:6]2[CH:25]=[C:26]([Cl:27])[C:3]([CH2:2][O:36][C:31]3[CH:32]=[CH:33][C:34]([F:35])=[C:29]([Cl:28])[CH:30]=3)=[CH:4][C:5]=2[O:9][N:8]=1)[C:18](=[O:19])[O:20][C:21]([CH3:23])([CH3:24])[CH3:22])=[O:17])([CH3:15])([CH3:16])[CH3:14]. The catalyst class is: 3. (3) Reactant: [O:1]([CH:8]([C:11]1[CH:20]=[CH:19][C:14]([C:15]([O:17]C)=[O:16])=[CH:13][CH:12]=1)[CH2:9][CH3:10])[C:2]1[CH:7]=[CH:6][CH:5]=[CH:4][CH:3]=1.O1CCCC1.CO.Cl. Product: [O:1]([CH:8]([C:11]1[CH:12]=[CH:13][C:14]([C:15]([OH:17])=[O:16])=[CH:19][CH:20]=1)[CH2:9][CH3:10])[C:2]1[CH:3]=[CH:4][CH:5]=[CH:6][CH:7]=1. The catalyst class is: 6. (4) Reactant: C(O)(C(F)(F)F)=O.C(OC([N:15]([C:23]1[C:28]([C:29]2[O:30][C:31]([C:34]3[CH:39]=[CH:38][C:37]([CH2:40][NH:41][CH3:42])=[CH:36][C:35]=3[O:43][CH3:44])=[N:32][N:33]=2)=[N:27][C:26]([C:45]2[CH:50]=[CH:49][C:48]([S:51]([CH:54]([CH3:56])[CH3:55])(=[O:53])=[O:52])=[CH:47][CH:46]=2)=[CH:25][N:24]=1)C(=O)OC(C)(C)C)=O)(C)(C)C. Product: [CH:54]([S:51]([C:48]1[CH:47]=[CH:46][C:45]([C:26]2[N:27]=[C:28]([C:29]3[O:30][C:31]([C:34]4[CH:39]=[CH:38][C:37]([CH2:40][NH:41][CH3:42])=[CH:36][C:35]=4[O:43][CH3:44])=[N:32][N:33]=3)[C:23]([NH2:15])=[N:24][CH:25]=2)=[CH:50][CH:49]=1)(=[O:53])=[O:52])([CH3:56])[CH3:55]. The catalyst class is: 2.